From a dataset of Reaction yield outcomes from USPTO patents with 853,638 reactions. Predict the reaction yield, written as a fraction of the theoretical maximum amount of product (1.0 means a 100% yield; for example, 0.34 means a 34% yield). The catalyst is C(O)(=O)C. The reactants are [F:1][C:2]1[CH:7]=[C:6]([O:8][Si:9]([CH:16]([CH3:18])[CH3:17])([CH:13]([CH3:15])[CH3:14])[CH:10]([CH3:12])[CH3:11])[CH:5]=[C:4]([CH3:19])[C:3]=1[NH:20][CH3:21].[CH3:22][O:23][C:24](=[O:34])[C:25]1[CH:30]=[CH:29][C:28]([CH:31]=O)=[CH:27][C:26]=1[CH3:33].C(O[BH-](OC(=O)C)OC(=O)C)(=O)C.[Na+]. The yield is 0.920. The product is [CH3:22][O:23][C:24](=[O:34])[C:25]1[CH:30]=[CH:29][C:28]([CH2:31][N:20]([C:3]2[C:4]([CH3:19])=[CH:5][C:6]([O:8][Si:9]([CH:16]([CH3:18])[CH3:17])([CH:10]([CH3:12])[CH3:11])[CH:13]([CH3:15])[CH3:14])=[CH:7][C:2]=2[F:1])[CH3:21])=[CH:27][C:26]=1[CH3:33].